Dataset: Reaction yield outcomes from USPTO patents with 853,638 reactions. Task: Predict the reaction yield, written as a fraction of the theoretical maximum amount of product (1.0 means a 100% yield; for example, 0.34 means a 34% yield). (1) The reactants are [C:1]([N:4]1[C:13]2[C:8](=[CH:9][C:10]([C:14]([NH:16][CH2:17][CH:18]([OH:20])[CH3:19])=[O:15])=[CH:11][CH:12]=2)[C@H:7]([NH:21][C:22]2[CH:27]=[CH:26][CH:25]=[C:24]([CH3:28])[N:23]=2)[C@@H:6]([CH3:29])[C@@H:5]1[CH:30]1[CH2:32][CH2:31]1)(=[O:3])[CH3:2].[H-].[Na+].I[CH3:36]. The catalyst is O1CCCC1. The product is [C:1]([N:4]1[C:13]2[C:8](=[CH:9][C:10]([C:14]([NH:16][CH2:17][CH:18]([O:20][CH3:36])[CH3:19])=[O:15])=[CH:11][CH:12]=2)[C@H:7]([NH:21][C:22]2[CH:27]=[CH:26][CH:25]=[C:24]([CH3:28])[N:23]=2)[C@@H:6]([CH3:29])[C@@H:5]1[CH:30]1[CH2:31][CH2:32]1)(=[O:3])[CH3:2]. The yield is 0.120. (2) The reactants are [H-].[Na+].[CH3:3][O:4][C:5]1[CH:52]=[CH:51][C:8]([CH2:9][N:10]([CH2:42][C:43]2[CH:48]=[CH:47][C:46]([O:49][CH3:50])=[CH:45][CH:44]=2)[C:11]2[N:16]=[C:15]([CH3:17])[N:14]=[C:13]([C:18]3[CH:19]=[C:20]([CH2:33][N:34]([CH2:39][CH2:40][OH:41])[C:35](=[O:38])[CH2:36]Cl)[CH:21]=[N:22][C:23]=3[NH:24][C:25]3[CH:26]=[N:27][C:28]([O:31][CH3:32])=[CH:29][CH:30]=3)[N:12]=2)=[CH:7][CH:6]=1.O. The catalyst is C1COCC1. The product is [CH3:3][O:4][C:5]1[CH:52]=[CH:51][C:8]([CH2:9][N:10]([CH2:42][C:43]2[CH:48]=[CH:47][C:46]([O:49][CH3:50])=[CH:45][CH:44]=2)[C:11]2[N:16]=[C:15]([CH3:17])[N:14]=[C:13]([C:18]3[CH:19]=[C:20]([CH2:33][N:34]4[CH2:39][CH2:40][O:41][CH2:36][C:35]4=[O:38])[CH:21]=[N:22][C:23]=3[NH:24][C:25]3[CH:26]=[N:27][C:28]([O:31][CH3:32])=[CH:29][CH:30]=3)[N:12]=2)=[CH:7][CH:6]=1. The yield is 0.970. (3) The product is [Br:1][C:2]1[CH:10]=[CH:9][C:5]([C:6]([O:8][C:23]([CH3:26])([CH3:25])[CH3:24])=[O:7])=[C:4]([F:11])[CH:3]=1. The catalyst is C1COCC1.N1C=CC=CC=1. The yield is 0.800. The reactants are [Br:1][C:2]1[CH:10]=[CH:9][C:5]([C:6]([OH:8])=[O:7])=[C:4]([F:11])[CH:3]=1.CN(C=O)C.C(Cl)(=O)C(Cl)=O.[C:23](O)([CH3:26])([CH3:25])[CH3:24]. (4) The reactants are [OH:1][C:2]1[CH:3]=[N:4][C:5]([CH3:8])=[CH:6][CH:7]=1.[H-].[Na+].[CH2:11](Br)[C:12]1[CH:17]=[CH:16][CH:15]=[CH:14][CH:13]=1. The catalyst is CN(C)C=O. The product is [CH2:11]([O:1][C:2]1[CH:7]=[CH:6][C:5]([CH3:8])=[N:4][CH:3]=1)[C:12]1[CH:17]=[CH:16][CH:15]=[CH:14][CH:13]=1. The yield is 0.660.